Dataset: Catalyst prediction with 721,799 reactions and 888 catalyst types from USPTO. Task: Predict which catalyst facilitates the given reaction. (1) Reactant: [OH:1][C:2]1[C:11]([O:12][CH3:13])=[CH:10][CH:9]=[C:8]2[C:3]=1[CH2:4][CH2:5][N:6]1[CH2:17][CH:16]([C:18]3[CH:19]=[C:20]([CH3:24])[CH:21]=[CH:22][CH:23]=3)[C:15](=O)[CH2:14][CH:7]12.[OH2:26].C([O-])(=O)C.[NH4+:31].Cl.NO. Product: [OH:1][C:2]1[C:11]([O:12][CH3:13])=[CH:10][CH:9]=[C:8]2[C:3]=1[CH2:4][CH2:5][N:6]1[CH2:17][CH:16]([C:18]3[CH:19]=[C:20]([CH3:24])[CH:21]=[CH:22][CH:23]=3)[C:15](=[N:31][OH:26])[CH2:14][CH:7]12. The catalyst class is: 5. (2) Reactant: [F:1][C:2]([F:24])([F:23])[C:3]1[CH:4]=[C:5]([C:13]2[N:17]=[CH:16][N:15](/[CH:18]=[CH:19]\[C:20]([OH:22])=O)[N:14]=2)[CH:6]=[C:7]([C:9]([F:12])([F:11])[F:10])[CH:8]=1.CCN=C=NCCCN(C)C.Cl.Cl.[F:38][C:39]1([F:45])[CH2:44][CH2:43][NH:42][CH2:41][CH2:40]1.CCN(C(C)C)C(C)C.C1C=CC2N(O)N=NC=2C=1. Product: [F:11][C:9]([F:10])([F:12])[C:7]1[CH:6]=[C:5]([C:13]2[N:17]=[CH:16][N:15](/[CH:18]=[CH:19]\[C:20]([N:42]3[CH2:43][CH2:44][C:39]([F:45])([F:38])[CH2:40][CH2:41]3)=[O:22])[N:14]=2)[CH:4]=[C:3]([C:2]([F:1])([F:23])[F:24])[CH:8]=1. The catalyst class is: 2. (3) Reactant: [CH3:1][C@H:2]1[CH2:7][NH:6][CH2:5][CH2:4][NH:3]1.C(N(CC)CC)C.Cl[C:16]([O:18][CH2:19][C:20]1[CH:25]=[CH:24][CH:23]=[CH:22][CH:21]=1)=[O:17]. Product: [CH2:19]([O:18][C:16]([N:6]1[CH2:5][CH2:4][NH:3][C@@H:2]([CH3:1])[CH2:7]1)=[O:17])[C:20]1[CH:25]=[CH:24][CH:23]=[CH:22][CH:21]=1. The catalyst class is: 2. (4) Reactant: Br[CH:2]1[CH2:10][C:9]2[C:4](=[CH:5][CH:6]=[C:7]([Cl:11])[CH:8]=2)[C:3]1=[O:12].[C:13]([NH2:21])(=[S:20])[C:14]1[CH:19]=[CH:18][CH:17]=[CH:16][CH:15]=1.C(OCC)(=O)C.C(=O)(O)[O-].[Na+]. Product: [Cl:11][C:7]1[CH:6]=[CH:5][C:4]2[C:3]3([OH:12])[N:21]=[C:13]([C:14]4[CH:19]=[CH:18][CH:17]=[CH:16][CH:15]=4)[S:20][CH:2]3[CH2:10][C:9]=2[CH:8]=1. The catalyst class is: 21.